From a dataset of Catalyst prediction with 721,799 reactions and 888 catalyst types from USPTO. Predict which catalyst facilitates the given reaction. (1) Reactant: F[C:2]1[CH:11]=[C:10]2[C:5]([C:6](=[O:12])[NH:7][CH:8]=[N:9]2)=[CH:4][CH:3]=1.[NH2:13][C@H:14]1[CH2:19][CH2:18][C@H:17]([NH2:20])[CH2:16][CH2:15]1. Product: [NH2:13][C@H:14]1[CH2:19][CH2:18][C@H:17]([NH:20][C:2]2[CH:11]=[C:10]3[C:5]([C:6](=[O:12])[NH:7][CH:8]=[N:9]3)=[CH:4][CH:3]=2)[CH2:16][CH2:15]1. The catalyst class is: 6. (2) Reactant: [C:1]1([C:7]2[N:8]=[C:9]([NH:12][CH2:13][CH2:14][CH2:15][N:16]3[CH2:21][CH2:20][N:19](C(OC(C)(C)C)=O)[CH2:18][CH2:17]3)[S:10][CH:11]=2)[CH:6]=[CH:5][CH:4]=[CH:3][CH:2]=1.FC(F)(F)C(O)=O. Product: [C:1]1([C:7]2[N:8]=[C:9]([NH:12][CH2:13][CH2:14][CH2:15][N:16]3[CH2:21][CH2:20][NH:19][CH2:18][CH2:17]3)[S:10][CH:11]=2)[CH:6]=[CH:5][CH:4]=[CH:3][CH:2]=1. The catalyst class is: 4.